This data is from Catalyst prediction with 721,799 reactions and 888 catalyst types from USPTO. The task is: Predict which catalyst facilitates the given reaction. (1) Reactant: [C:1]([OH:9])(=O)[C:2]1[CH:7]=[CH:6][CH:5]=[CH:4][CH:3]=1.[NH:10]1[C:14]2[CH:15]=[CH:16][CH:17]=[CH:18][C:13]=2[N:12]=[C:11]1[C:19]1[C:23]([NH2:24])=[CH:22][NH:21][N:20]=1.C(Cl)CCl.C1C=CC2N(O)N=NC=2C=1. Product: [NH:12]1[C:13]2[CH:18]=[CH:17][CH:16]=[CH:15][C:14]=2[N:10]=[C:11]1[C:19]1[C:23]([NH:24][C:1](=[O:9])[C:2]2[CH:3]=[CH:4][CH:5]=[CH:6][CH:7]=2)=[CH:22][NH:21][N:20]=1. The catalyst class is: 3. (2) Reactant: [Li+].[BH4-].CO.C([O:7][C:8](=O)[C:9]([CH3:39])([CH3:38])[CH2:10][C:11]1[CH:16]=[CH:15][CH:14]=[C:13]([C:17]2([C:23]3[CH:28]=[CH:27][CH:26]=[C:25]([CH2:29][C:30]([C:33](OCC)=[O:34])([CH3:32])[CH3:31])[CH:24]=3)[S:22][CH2:21][CH2:20][CH2:19][S:18]2)[CH:12]=1)C.[NH4+].[Cl-].ClCl. Product: [OH:7][CH2:8][C:9]([CH3:39])([CH3:38])[CH2:10][C:11]1[CH:12]=[C:13]([C:17]2([C:23]3[CH:24]=[C:25]([CH2:29][C:30]([CH3:32])([CH3:31])[CH2:33][OH:34])[CH:26]=[CH:27][CH:28]=3)[S:18][CH2:19][CH2:20][CH2:21][S:22]2)[CH:14]=[CH:15][CH:16]=1. The catalyst class is: 2. (3) Reactant: [CH3:1][C:2]([NH:4][CH2:5][CH2:6][C:7]1[C:11]2[CH:12]=[C:13]([OH:16])[CH:14]=[CH:15][C:10]=2[NH:9][CH:8]=1)=[O:3].CN1CCOCC1.Cl[C:25]([O:27][C:28]1[CH:33]=[CH:32][C:31]([N+:34]([O-:36])=[O:35])=[CH:30][CH:29]=1)=[O:26]. Product: [C:25](=[O:26])([O:27][C:28]1[CH:29]=[CH:30][C:31]([N+:34]([O-:36])=[O:35])=[CH:32][CH:33]=1)[O:16][C:13]1[CH:12]=[C:11]2[C:10](=[CH:15][CH:14]=1)[NH:9][CH:8]=[C:7]2[CH2:6][CH2:5][NH:4][C:2](=[O:3])[CH3:1]. The catalyst class is: 7. (4) Reactant: [CH2:1]([O:5][C:6]1[CH:11]=[C:10]([O:12][C:13]2[CH:18]=[CH:17][C:16]([C:19]([F:22])([F:21])[F:20])=[CH:15][N:14]=2)[CH:9]=[CH:8][C:7]=1[CH2:23][CH2:24][C:25](OCC)=[O:26])[CH:2]([CH3:4])[CH3:3].[H-].[Al+3].[Li+].[H-].[H-].[H-].O.O.O.O.O.O.O.O.O.O.S([O-])([O-])(=O)=O.[Na+].[Na+]. Product: [CH2:1]([O:5][C:6]1[CH:11]=[C:10]([O:12][C:13]2[CH:18]=[CH:17][C:16]([C:19]([F:20])([F:21])[F:22])=[CH:15][N:14]=2)[CH:9]=[CH:8][C:7]=1[CH2:23][CH2:24][CH2:25][OH:26])[CH:2]([CH3:4])[CH3:3]. The catalyst class is: 7.